From a dataset of NCI-60 drug combinations with 297,098 pairs across 59 cell lines. Regression. Given two drug SMILES strings and cell line genomic features, predict the synergy score measuring deviation from expected non-interaction effect. Cell line: LOX IMVI. Synergy scores: CSS=16.6, Synergy_ZIP=-8.91, Synergy_Bliss=-5.90, Synergy_Loewe=-28.2, Synergy_HSA=-6.85. Drug 1: C1CN(CCN1C(=O)CCBr)C(=O)CCBr. Drug 2: CC12CCC3C(C1CCC2OP(=O)(O)O)CCC4=C3C=CC(=C4)OC(=O)N(CCCl)CCCl.[Na+].